Dataset: Peptide-MHC class I binding affinity with 185,985 pairs from IEDB/IMGT. Task: Regression. Given a peptide amino acid sequence and an MHC pseudo amino acid sequence, predict their binding affinity value. This is MHC class I binding data. (1) The peptide sequence is YGGKKAVTY. The MHC is HLA-B46:01 with pseudo-sequence HLA-B46:01. The binding affinity (normalized) is 0.0847. (2) The peptide sequence is TSLIAEGV. The MHC is H-2-Db with pseudo-sequence H-2-Db. The binding affinity (normalized) is 0. (3) The peptide sequence is AEKSRGRRI. The MHC is HLA-B27:05 with pseudo-sequence HLA-B27:05. The binding affinity (normalized) is 0.0847. (4) The peptide sequence is KVYGRYSAV. The MHC is HLA-A02:06 with pseudo-sequence HLA-A02:06. The binding affinity (normalized) is 0.785.